The task is: Regression. Given two drug SMILES strings and cell line genomic features, predict the synergy score measuring deviation from expected non-interaction effect.. This data is from NCI-60 drug combinations with 297,098 pairs across 59 cell lines. (1) Drug 1: CNC(=O)C1=NC=CC(=C1)OC2=CC=C(C=C2)NC(=O)NC3=CC(=C(C=C3)Cl)C(F)(F)F. Drug 2: CC(C)NC(=O)C1=CC=C(C=C1)CNNC.Cl. Cell line: MDA-MB-435. Synergy scores: CSS=-1.94, Synergy_ZIP=2.86, Synergy_Bliss=3.95, Synergy_Loewe=-1.17, Synergy_HSA=-1.40. (2) Drug 1: CC1C(C(CC(O1)OC2CC(CC3=C2C(=C4C(=C3O)C(=O)C5=C(C4=O)C(=CC=C5)OC)O)(C(=O)CO)O)N)O.Cl. Drug 2: CN(CCCl)CCCl.Cl. Cell line: SK-MEL-2. Synergy scores: CSS=28.3, Synergy_ZIP=-4.49, Synergy_Bliss=-3.23, Synergy_Loewe=-10.7, Synergy_HSA=-1.56. (3) Drug 1: COC1=C(C=C2C(=C1)N=CN=C2NC3=CC(=C(C=C3)F)Cl)OCCCN4CCOCC4. Drug 2: CCCCC(=O)OCC(=O)C1(CC(C2=C(C1)C(=C3C(=C2O)C(=O)C4=C(C3=O)C=CC=C4OC)O)OC5CC(C(C(O5)C)O)NC(=O)C(F)(F)F)O. Cell line: OVCAR-8. Synergy scores: CSS=26.9, Synergy_ZIP=-5.97, Synergy_Bliss=-0.909, Synergy_Loewe=-0.407, Synergy_HSA=-0.557. (4) Drug 1: CC1=C2C(C(=O)C3(C(CC4C(C3C(C(C2(C)C)(CC1OC(=O)C(C(C5=CC=CC=C5)NC(=O)C6=CC=CC=C6)O)O)OC(=O)C7=CC=CC=C7)(CO4)OC(=O)C)O)C)OC(=O)C. Drug 2: C#CCC(CC1=CN=C2C(=N1)C(=NC(=N2)N)N)C3=CC=C(C=C3)C(=O)NC(CCC(=O)O)C(=O)O. Cell line: NCI-H460. Synergy scores: CSS=76.7, Synergy_ZIP=3.50, Synergy_Bliss=0.913, Synergy_Loewe=-28.2, Synergy_HSA=0.199.